From a dataset of NCI-60 drug combinations with 297,098 pairs across 59 cell lines. Regression. Given two drug SMILES strings and cell line genomic features, predict the synergy score measuring deviation from expected non-interaction effect. (1) Drug 1: CC1=CC2C(CCC3(C2CCC3(C(=O)C)OC(=O)C)C)C4(C1=CC(=O)CC4)C. Drug 2: CN1C(=O)N2C=NC(=C2N=N1)C(=O)N. Cell line: M14. Synergy scores: CSS=-5.41, Synergy_ZIP=4.71, Synergy_Bliss=4.79, Synergy_Loewe=-0.182, Synergy_HSA=-1.36. (2) Drug 1: CC1=C(C(=CC=C1)Cl)NC(=O)C2=CN=C(S2)NC3=CC(=NC(=N3)C)N4CCN(CC4)CCO. Drug 2: CC1=C(C(=O)C2=C(C1=O)N3CC4C(C3(C2COC(=O)N)OC)N4)N. Cell line: HOP-62. Synergy scores: CSS=44.6, Synergy_ZIP=2.41, Synergy_Bliss=3.15, Synergy_Loewe=-2.24, Synergy_HSA=3.04. (3) Drug 2: COC1=C2C(=CC3=C1OC=C3)C=CC(=O)O2. Cell line: ACHN. Drug 1: C1=C(C(=O)NC(=O)N1)F. Synergy scores: CSS=39.5, Synergy_ZIP=4.41, Synergy_Bliss=2.05, Synergy_Loewe=-4.99, Synergy_HSA=1.14. (4) Drug 1: CC12CCC(CC1=CCC3C2CCC4(C3CC=C4C5=CN=CC=C5)C)O. Drug 2: CC1=C(C=C(C=C1)C(=O)NC2=CC(=CC(=C2)C(F)(F)F)N3C=C(N=C3)C)NC4=NC=CC(=N4)C5=CN=CC=C5. Cell line: OVCAR-4. Synergy scores: CSS=5.30, Synergy_ZIP=-1.75, Synergy_Bliss=-3.68, Synergy_Loewe=-4.92, Synergy_HSA=-5.29. (5) Drug 1: CN1C(=O)N2C=NC(=C2N=N1)C(=O)N. Drug 2: C(CCl)NC(=O)N(CCCl)N=O. Cell line: NCI/ADR-RES. Synergy scores: CSS=0.524, Synergy_ZIP=2.09, Synergy_Bliss=1.68, Synergy_Loewe=-3.36, Synergy_HSA=-3.21. (6) Drug 1: CCC1(CC2CC(C3=C(CCN(C2)C1)C4=CC=CC=C4N3)(C5=C(C=C6C(=C5)C78CCN9C7C(C=CC9)(C(C(C8N6C)(C(=O)OC)O)OC(=O)C)CC)OC)C(=O)OC)O.OS(=O)(=O)O. Drug 2: CC1C(C(CC(O1)OC2CC(CC3=C2C(=C4C(=C3O)C(=O)C5=C(C4=O)C(=CC=C5)OC)O)(C(=O)CO)O)N)O.Cl. Cell line: PC-3. Synergy scores: CSS=52.5, Synergy_ZIP=-10.3, Synergy_Bliss=-9.92, Synergy_Loewe=-6.79, Synergy_HSA=-4.88.